This data is from Forward reaction prediction with 1.9M reactions from USPTO patents (1976-2016). The task is: Predict the product of the given reaction. (1) Given the reactants [NH2:1][C:2]1[C:7]([CH2:8][NH:9][C:10]2[N:15]=[CH:14][N:13]=[C:12]([O:16][C:17]3[CH:22]=[CH:21][C:20]([CH2:23][C:24]([O:26]C)=[O:25])=[CH:19][CH:18]=3)[CH:11]=2)=[CH:6][N:5]=[C:4]([CH3:28])[N:3]=1.O.[OH-].[Li+].Cl, predict the reaction product. The product is: [NH2:1][C:2]1[C:7]([CH2:8][NH:9][C:10]2[N:15]=[CH:14][N:13]=[C:12]([O:16][C:17]3[CH:22]=[CH:21][C:20]([CH2:23][C:24]([OH:26])=[O:25])=[CH:19][CH:18]=3)[CH:11]=2)=[CH:6][N:5]=[C:4]([CH3:28])[N:3]=1. (2) The product is: [CH:14]1([C:12]([C:6]2[CH:7]=[N:8][C:9]3[C:4]([C:5]=2[N:17]2[CH2:22][CH2:21][CH:20]([CH2:23][N:24]4[CH2:28][CH2:27][CH2:26][CH2:25]4)[CH2:19][CH2:18]2)=[CH:3][C:2]([C:34]2[CH:33]=[C:32]([O:45][CH3:46])[C:31]([OH:47])=[C:30]([F:29])[CH:35]=2)=[CH:11][CH:10]=3)=[O:13])[CH2:15][CH2:16]1. Given the reactants Br[C:2]1[CH:3]=[C:4]2[C:9](=[CH:10][CH:11]=1)[N:8]=[CH:7][C:6]([C:12]([CH:14]1[CH2:16][CH2:15]1)=[O:13])=[C:5]2[N:17]1[CH2:22][CH2:21][CH:20]([CH2:23][N:24]2[CH2:28][CH2:27][CH2:26][CH2:25]2)[CH2:19][CH2:18]1.[F:29][C:30]1[CH:35]=[C:34](B2OC(C)(C)C(C)(C)O2)[CH:33]=[C:32]([O:45][CH3:46])[C:31]=1[OH:47], predict the reaction product. (3) Given the reactants [C@H:1]1(O)[C:9]2[C:4](=[CH:5][CH:6]=[CH:7][CH:8]=2)[CH2:3][CH2:2]1.[CH3:11][S:12][C:13]1[N:18]=[C:17]2[NH:19][N:20]=[CH:21][C:16]2=[CH:15][N:14]=1, predict the reaction product. The product is: [C@@H:1]1([N:19]2[C:17]3=[N:18][C:13]([S:12][CH3:11])=[N:14][CH:15]=[C:16]3[CH:21]=[N:20]2)[C:9]2[C:4](=[CH:5][CH:6]=[CH:7][CH:8]=2)[CH2:3][CH2:2]1.